Dataset: Full USPTO retrosynthesis dataset with 1.9M reactions from patents (1976-2016). Task: Predict the reactants needed to synthesize the given product. (1) The reactants are: [C:1](OC(=O)C)(=[O:3])[CH3:2].[OH:8][C:9]1[CH:17]=[CH:16][C:12]([C:13]([OH:15])=[O:14])=[CH:11][C:10]=1[N+:18]([O-:20])=[O:19].Cl. Given the product [C:1]([O:8][C:9]1[CH:17]=[CH:16][C:12]([C:13]([OH:15])=[O:14])=[CH:11][C:10]=1[N+:18]([O-:20])=[O:19])(=[O:3])[CH3:2], predict the reactants needed to synthesize it. (2) Given the product [CH2:1]([O:8][N:9]1[C:12]2([CH:17]=[CH:16][C:15]([C:35]#[N:30])([O:18][Si:23]([CH3:26])([CH3:25])[CH3:24])[CH:14]([O:19][Si:23]([CH3:26])([CH3:25])[CH3:24])[CH:13]2[O:20][Si:23]([CH3:24])([CH3:25])[CH3:26])[CH2:11][C:10]1=[O:21])[C:2]1[CH:7]=[CH:6][CH:5]=[CH:4][CH:3]=1, predict the reactants needed to synthesize it. The reactants are: [CH2:1]([O:8][N:9]1[C:12]2([CH:17]=[CH:16][C:15](=[O:18])[CH:14]([OH:19])[CH:13]2[OH:20])[CH2:11][C:10]1=[O:21])[C:2]1[CH:7]=[CH:6][CH:5]=[CH:4][CH:3]=1.C[Si:23]([C:26]#N)([CH3:25])[CH3:24].C1N2C[CH2:35][N:30](CC2)C1. (3) Given the product [C:1]([C:5]1[CH:6]=[C:7]2[C:12](=[C:13]([F:15])[CH:14]=1)[C:11](=[O:16])[N:10]([CH2:17][C:18]1[CH:23]=[CH:22][C:21]([C:24]3[CH:29]=[CH:28][NH:27][C:26](=[O:30])[CH:25]=3)=[CH:20][C:19]=1[CH2:32][OH:33])[N:9]=[CH:8]2)([CH3:4])([CH3:2])[CH3:3], predict the reactants needed to synthesize it. The reactants are: [C:1]([C:5]1[CH:6]=[C:7]2[C:12](=[C:13]([F:15])[CH:14]=1)[C:11](=[O:16])[N:10]([CH2:17][C:18]1[CH:23]=[CH:22][C:21]([C:24]3[CH:29]=[CH:28][N:27]=[C:26]([O:30]C)[CH:25]=3)=[CH:20][C:19]=1[CH2:32][OH:33])[N:9]=[CH:8]2)([CH3:4])([CH3:3])[CH3:2].C[Si](Cl)(C)C.[Na+].[I-].[O-]S([O-])(=S)=O.[Na+].[Na+].C([O-])(O)=O.[Na+]. (4) The reactants are: [ClH:1].O1CCOCC1.[N:8]1[CH:13]=[CH:12][CH:11]=[C:10]([O:14][CH2:15][CH:16]2[CH2:21][N:20](C(OC(C)(C)C)=O)[CH2:19][CH2:18][N:17]2[C:29]([O:31][CH:32]2[CH2:37][CH2:36][N:35]([C:38](=[O:40])[CH3:39])[CH2:34][CH2:33]2)=[O:30])[CH:9]=1. Given the product [ClH:1].[ClH:1].[N:8]1[CH:13]=[CH:12][CH:11]=[C:10]([O:14][CH2:15][CH:16]2[CH2:21][NH:20][CH2:19][CH2:18][N:17]2[C:29]([O:31][CH:32]2[CH2:37][CH2:36][N:35]([C:38](=[O:40])[CH3:39])[CH2:34][CH2:33]2)=[O:30])[CH:9]=1, predict the reactants needed to synthesize it. (5) Given the product [NH2:2][N+:3]([NH2:7])=[C:4]([NH2:6])[NH2:5].[NH2:8][C:9]([NH2:11])=[O:10], predict the reactants needed to synthesize it. The reactants are: Cl.[NH2:2][N+:3]([NH2:7])=[C:4]([NH2:6])[NH2:5].[NH2:8][C:9]([NH2:11])=[O:10].